This data is from Forward reaction prediction with 1.9M reactions from USPTO patents (1976-2016). The task is: Predict the product of the given reaction. (1) Given the reactants [CH3:1][O:2][C:3]([C@:5]1([C:17]2[CH:22]=[CH:21][CH:20]=[C:19]([F:23])[C:18]=2[CH3:24])[CH2:9][CH2:8][C:7]([C:10]2[CH:11]=[N:12][CH:13]=[C:14]([F:16])[CH:15]=2)=[CH:6]1)=[O:4].C([O-])=O.[NH4+], predict the reaction product. The product is: [F:23][C:19]1[C:18]([CH3:24])=[C:17]([C@@:5]2([C:3]([O:2][CH3:1])=[O:4])[CH2:9][CH2:8][C@@H:7]([C:10]3[CH:11]=[N:12][CH:13]=[C:14]([F:16])[CH:15]=3)[CH2:6]2)[CH:22]=[CH:21][CH:20]=1. (2) Given the reactants [Br:1][C:2]1[CH:3]=[C:4]([CH:9]=[CH:10][C:11]=1[CH2:12][C:13]#N)[C:5]([O:7][CH3:8])=[O:6].S(=O)(=O)(O)O.[OH2:20].[CH3:21][OH:22], predict the reaction product. The product is: [Br:1][C:2]1[CH:3]=[C:4]([CH:9]=[CH:10][C:11]=1[CH2:12][C:13]([O:22][CH3:21])=[O:20])[C:5]([O:7][CH3:8])=[O:6]. (3) Given the reactants [NH2:1][C:2]1[S:3][C:4]([C:10]2[C:15]([F:16])=[CH:14][C:13]([C:17]([OH:20])([CH3:19])[CH3:18])=[CH:12][C:11]=2[F:21])=[CH:5][C:6]=1[C:7]([NH2:9])=[O:8].Br[C:23]1[N:28]=[C:27]([CH2:29][NH:30][C:31](=[O:35])[CH2:32][C:33]#[N:34])[CH:26]=[CH:25][CH:24]=1, predict the reaction product. The product is: [C:33]([CH2:32][C:31]([NH:30][CH2:29][C:27]1[N:28]=[C:23]([NH:1][C:2]2[S:3][C:4]([C:10]3[C:11]([F:21])=[CH:12][C:13]([C:17]([OH:20])([CH3:18])[CH3:19])=[CH:14][C:15]=3[F:16])=[CH:5][C:6]=2[C:7]([NH2:9])=[O:8])[CH:24]=[CH:25][CH:26]=1)=[O:35])#[N:34]. (4) Given the reactants [CH2:1]([O:8][C:9]1[CH:10]=[C:11]2[C:16](=[CH:17][CH:18]=1)[C:15]([Cl:19])=[N:14][C:13]([C:20]([OH:22])=O)=[C:12]2[OH:23])[C:2]1[CH:7]=[CH:6][CH:5]=[CH:4][CH:3]=1.Cl.[CH3:25][O:26][C:27](=[O:31])[C@@H:28]([CH3:30])[NH2:29], predict the reaction product. The product is: [CH3:25][O:26][C:27](=[O:31])[CH:28]([NH:29][C:20]([C:13]1[N:14]=[C:15]([Cl:19])[C:16]2[C:11]([C:12]=1[OH:23])=[CH:10][C:9]([O:8][CH2:1][C:2]1[CH:3]=[CH:4][CH:5]=[CH:6][CH:7]=1)=[CH:18][CH:17]=2)=[O:22])[CH3:30]. (5) Given the reactants [Br:1][C:2]1[N:7]=[C:6]([C:8](=[O:11])[CH2:9][OH:10])[CH:5]=[CH:4][CH:3]=1.[BH4-].[Na+], predict the reaction product. The product is: [Br:1][C:2]1[N:7]=[C:6]([CH:8]([OH:11])[CH2:9][OH:10])[CH:5]=[CH:4][CH:3]=1. (6) Given the reactants [Cl:1][C:2]1[CH:28]=[CH:27][C:5]([CH2:6][N:7]2[C:15]3[C:10](=[CH:11][C:12]([CH:16]=[C:17]4[S:21][C:20](SCCC)=[N:19][C:18]4=[O:26])=[CH:13][CH:14]=3)[CH:9]=[N:8]2)=[C:4]([C:29]([F:32])([F:31])[F:30])[CH:3]=1.[NH:33]1[CH2:39][CH2:38][CH2:37][CH2:36][CH:35]([NH:40][CH3:41])[CH2:34]1, predict the reaction product. The product is: [Cl:1][C:2]1[CH:28]=[CH:27][C:5]([CH2:6][N:7]2[C:15]3[C:10](=[CH:11][C:12]([CH:16]=[C:17]4[S:21][C:20]([N:33]5[CH2:39][CH2:38][CH2:37][CH2:36][CH:35]([NH:40][CH3:41])[CH2:34]5)=[N:19][C:18]4=[O:26])=[CH:13][CH:14]=3)[CH:9]=[N:8]2)=[C:4]([C:29]([F:30])([F:32])[F:31])[CH:3]=1. (7) The product is: [CH3:1][C:2]1[CH:3]=[C:4]([CH:8]=[CH:9][C:10]=1[CH3:11])[C:5]([NH:12][CH2:13][CH:14]([OH:16])[CH3:15])=[O:7]. Given the reactants [CH3:1][C:2]1[CH:3]=[C:4]([CH:8]=[CH:9][C:10]=1[CH3:11])[C:5]([OH:7])=O.[NH2:12][CH2:13][CH:14]([OH:16])[CH3:15].ON1C2C=CC=CC=2N=N1.Cl.CN(C)CCCN=C=NCC, predict the reaction product. (8) Given the reactants C([O:8][C:9]1[CH:18]=[C:17]2[C:12]([C:13](=[O:51])[C:14]([O:41][CH2:42][P:43](=[O:50])([O:47][CH2:48][CH3:49])[O:44][CH2:45][CH3:46])=[C:15]([C:19]3[CH:24]=[CH:23][C:22]([O:25]CC4C=CC=CC=4)=[C:21]([O:33]CC4C=CC=CC=4)[CH:20]=3)[O:16]2)=[CH:11][CH:10]=1)C1C=CC=CC=1, predict the reaction product. The product is: [OH:33][C:21]1[CH:20]=[C:19]([C:15]2[O:16][C:17]3[C:12]([C:13](=[O:51])[C:14]=2[O:41][CH2:42][P:43](=[O:50])([O:47][CH2:48][CH3:49])[O:44][CH2:45][CH3:46])=[CH:11][CH:10]=[C:9]([OH:8])[CH:18]=3)[CH:24]=[CH:23][C:22]=1[OH:25].